This data is from Forward reaction prediction with 1.9M reactions from USPTO patents (1976-2016). The task is: Predict the product of the given reaction. (1) Given the reactants [CH3:1][C:2]1[CH:3]=[N:4][C:5]([CH2:11][S+:12]([O-:24])[C:13]2[N-:14][C:15]3[CH:16]=[CH:17][C:18]([O:22][CH3:23])=[CH:19][C:20]=3[N:21]=2)=[C:6]([CH3:10])[C:7]=1[O:8][CH3:9].[Na+].[Mg+2:26].[Cl-].[Cl-], predict the reaction product. The product is: [CH3:1][C:2]1[CH:3]=[N:4][C:5]([CH2:11][S+:12]([O-:24])[C:13]2[N-:14][C:15]3[CH:16]=[CH:17][C:18]([O:22][CH3:23])=[CH:19][C:20]=3[N:21]=2)=[C:6]([CH3:10])[C:7]=1[O:8][CH3:9].[CH3:1][C:2]1[CH:3]=[N:4][C:5]([CH2:11][S+:12]([O-:24])[C:13]2[N-:14][C:15]3[CH:16]=[CH:17][C:18]([O:22][CH3:23])=[CH:19][C:20]=3[N:21]=2)=[C:6]([CH3:10])[C:7]=1[O:8][CH3:9].[Mg+2:26]. (2) Given the reactants Cl.NC1C2C(=CC(CC(NC(=O)CNS(C3C(C)=C(C)C4OC(C)(C)CCC=4C=3C)(=O)=O)C(=O)N3CCCCC3)=CC=2)C=CN=1.[NH2:46][C:47]1[C:56]2[C:51](=[CH:52][C:53]([CH2:57][CH:58]([NH:67]C(=O)OC(C)(C)C)[C:59](=[O:66])[N:60]3[CH2:65][CH2:64][CH2:63][CH2:62][CH2:61]3)=[CH:54][CH:55]=2)[CH:50]=[CH:49][N:48]=1.[CH3:75][C:76]([O:79][C:80](=[O:97])[CH2:81][C@H:82]([NH:86][S:87]([CH2:90][C:91]1[CH:96]=[CH:95][CH:94]=[CH:93][CH:92]=1)(=[O:89])=[O:88])[C:83](O)=[O:84])([CH3:78])[CH3:77].N[C@H](C(O)=O)CC(=O)OC(C)(C)C.C1(CS([Cl:121])(=O)=O)C=CC=CC=1, predict the reaction product. The product is: [ClH:121].[CH3:78][C:76]([O:79][C:80](=[O:97])[CH2:81][C@H:82]([NH:86][S:87]([CH2:90][C:91]1[CH:96]=[CH:95][CH:94]=[CH:93][CH:92]=1)(=[O:89])=[O:88])[C:83]([NH:67][CH:58]([CH2:57][C:53]1[CH:52]=[C:51]2[C:56](=[CH:55][CH:54]=1)[C:47]([NH2:46])=[N:48][CH:49]=[CH:50]2)[C:59](=[O:66])[N:60]1[CH2:61][CH2:62][CH2:63][CH2:64][CH2:65]1)=[O:84])([CH3:75])[CH3:77]. (3) The product is: [CH3:17][C:3]1[N:4]=[C:5]2[N:9]([C:10](=[O:11])[C:2]=1[C:24]1[CH:23]=[CH:22][C:21]([O:20][C:19]([F:18])([F:30])[F:31])=[CH:26][CH:25]=1)[C:8]1[CH:12]=[CH:13][CH:14]=[CH:15][C:7]=1[N:6]2[CH3:16]. Given the reactants I[C:2]1[C:10](=[O:11])[N:9]2[C:5]([N:6]([CH3:16])[C:7]3[CH:15]=[CH:14][CH:13]=[CH:12][C:8]=32)=[N:4][C:3]=1[CH3:17].[F:18][C:19]([F:31])([F:30])[O:20][C:21]1[CH:26]=[CH:25][C:24](B(O)O)=[CH:23][CH:22]=1.C([O-])([O-])=O.[Na+].[Na+].C(O)C, predict the reaction product. (4) Given the reactants C([N:8]1[CH2:13][CH2:12][O:11][CH:10]([CH2:14][NH:15][C:16]([C:18]2[CH:19]=[CH:20][C:21]([NH:27][C:28]3[N:37]=[CH:36][C:35]4[N:34]([CH3:38])[C:33](=[O:39])[C@@H:32]([CH2:40][CH3:41])[N:31]([CH:42]5[CH2:46][CH2:45][CH2:44][CH2:43]5)[C:30]=4[N:29]=3)=[C:22]3[O:26][CH2:25][CH2:24][C:23]=23)=[O:17])[CH2:9]1)C1C=CC=CC=1.[H][H], predict the reaction product. The product is: [CH:42]1([N:31]2[C:30]3[N:29]=[C:28]([NH:27][C:21]4[CH:20]=[CH:19][C:18]([C:16]([NH:15][CH2:14][CH:10]5[O:11][CH2:12][CH2:13][NH:8][CH2:9]5)=[O:17])=[C:23]5[C:22]=4[O:26][CH2:25][CH2:24]5)[N:37]=[CH:36][C:35]=3[N:34]([CH3:38])[C:33](=[O:39])[C@H:32]2[CH2:40][CH3:41])[CH2:43][CH2:44][CH2:45][CH2:46]1. (5) Given the reactants CS[C:3](=[C:6]([C:9]#[N:10])[C:7]#[N:8])SC.[C:11]1([NH2:18])[CH:16]=[CH:15][CH:14]=[CH:13][C:12]=1[NH2:17], predict the reaction product. The product is: [NH:17]1[C:12]2[CH:13]=[CH:14][CH:15]=[CH:16][C:11]=2[NH:18][C:3]1=[C:6]([C:9]#[N:10])[C:7]#[N:8]. (6) Given the reactants Br[C:2]1[CH:3]=[C:4]([OH:9])[CH:5]=[C:6]([F:8])[CH:7]=1.[C:10]([C:14]1[CH:18]=[C:17]([NH2:19])[NH:16][N:15]=1)([CH3:13])([CH3:12])[CH3:11].C(=O)([O-])[O-].[K+].[K+], predict the reaction product. The product is: [NH2:19][C:17]1[N:16]([C:2]2[CH:3]=[C:4]([OH:9])[CH:5]=[C:6]([F:8])[CH:7]=2)[N:15]=[C:14]([C:10]([CH3:13])([CH3:12])[CH3:11])[CH:18]=1. (7) Given the reactants [OH:1][CH2:2][C@H:3]([CH2:9][C:10]1[CH:15]=[CH:14][C:13]2[O:16][CH2:17][O:18][C:12]=2[CH:11]=1)[C:4]([O:6]CC)=[O:5].[OH-].[Na+].O, predict the reaction product. The product is: [OH:1][CH2:2][C@H:3]([CH2:9][C:10]1[CH:15]=[CH:14][C:13]2[O:16][CH2:17][O:18][C:12]=2[CH:11]=1)[C:4]([OH:6])=[O:5]. (8) Given the reactants [CH3:1][O:2][C:3]1[CH:12]=[C:11]2[C:6]([C:7]([C:14]3[CH:19]=[CH:18][C:17]([CH3:20])=[CH:16][CH:15]=3)=[N:8][NH:9][C:10]2=O)=[CH:5][CH:4]=1.P(Cl)(Cl)([Cl:23])=O, predict the reaction product. The product is: [Cl:23][C:10]1[C:11]2[C:6](=[CH:5][CH:4]=[C:3]([O:2][CH3:1])[CH:12]=2)[C:7]([C:14]2[CH:19]=[CH:18][C:17]([CH3:20])=[CH:16][CH:15]=2)=[N:8][N:9]=1.